Dataset: Full USPTO retrosynthesis dataset with 1.9M reactions from patents (1976-2016). Task: Predict the reactants needed to synthesize the given product. (1) Given the product [O:17]1[CH2:22][CH2:21][N:20]([CH2:23][CH2:24][O:25][C:2]2[CH:10]=[CH:9][C:5]([C:6]([OH:8])=[O:7])=[CH:4][N:3]=2)[CH2:19][CH2:18]1, predict the reactants needed to synthesize it. The reactants are: Cl[C:2]1[CH:10]=[CH:9][C:5]([C:6]([OH:8])=[O:7])=[CH:4][N:3]=1.CC([O-])(C)C.[K+].[O:17]1[CH2:22][CH2:21][N:20]([CH2:23][CH2:24][OH:25])[CH2:19][CH2:18]1. (2) Given the product [F:17][C:14]1[CH:15]=[CH:16][C:11]([C:8]2[C:5]3[CH:6]=[N:7][C:2]([NH:25][C:23]([NH:22][CH2:21][CH2:20][O:19][CH3:18])=[O:24])=[CH:3][C:4]=3[NH:10][N:9]=2)=[CH:12][CH:13]=1, predict the reactants needed to synthesize it. The reactants are: Cl[C:2]1[N:7]=[CH:6][C:5]2[C:8]([C:11]3[CH:16]=[CH:15][C:14]([F:17])=[CH:13][CH:12]=3)=[N:9][NH:10][C:4]=2[CH:3]=1.[CH3:18][O:19][CH2:20][CH2:21][NH:22][C:23]([NH2:25])=[O:24].CC(C)([O-])C.[K+]. (3) Given the product [C:1]([C:5]1[C:6]([O:25][CH3:26])=[C:7]([CH:12]=[C:13]([N:15]2[CH:21]([O:22][CH3:23])[CH:20]([F:28])[C:19](=[O:24])[NH:18][C:16]2=[O:17])[CH:14]=1)[C:8]([O:10][CH3:11])=[O:9])([CH3:4])([CH3:2])[CH3:3], predict the reactants needed to synthesize it. The reactants are: [C:1]([C:5]1[C:6]([O:25][CH3:26])=[C:7]([CH:12]=[C:13]([NH:15][C:16]([NH:18][C:19](=[O:24])/[CH:20]=[CH:21]/[O:22][CH3:23])=[O:17])[CH:14]=1)[C:8]([O:10][CH3:11])=[O:9])([CH3:4])([CH3:3])[CH3:2].[B-](F)(F)(F)[F:28].[B-](F)(F)(F)F.C1[N+]2(CCl)CC[N+](F)(CC2)C1. (4) Given the product [F:1][C:2]([F:7])([F:6])[C:3]([OH:5])=[O:4].[CH3:8][C:9]1[N:13]2[C:14]3[CH:20]=[C:19]([CH3:21])[N:18]([CH2:22][C:23]4[CH:24]=[C:25]([CH:29]=[CH:30][CH:31]=4)[C:26]([NH:33][OH:34])=[O:27])[C:15]=3[CH:16]=[CH:17][C:12]2=[N:11][N:10]=1, predict the reactants needed to synthesize it. The reactants are: [F:1][C:2]([F:7])([F:6])[C:3]([OH:5])=[O:4].[CH3:8][C:9]1[N:13]2[C:14]3[CH:20]=[C:19]([CH3:21])[N:18]([CH2:22][C:23]4[CH:24]=[C:25]([CH:29]=[CH:30][CH:31]=4)[C:26](N)=[O:27])[C:15]=3[CH:16]=[CH:17][C:12]2=[N:11][N:10]=1.Cl.[NH2:33][OH:34].C(N(C(C)C)CC)(C)C.CC#N. (5) Given the product [F:26][C:27]1[CH:28]=[C:29]([CH:32]=[CH:33][C:34]=1[F:35])[CH2:30][N:10]1[CH2:9][CH2:8][N:7]([C:1]2[CH:6]=[CH:5][CH:4]=[CH:3][CH:2]=2)[C:37]1=[NH:36], predict the reactants needed to synthesize it. The reactants are: [C:1]1([NH:7][CH2:8][CH2:9][NH2:10])[CH:6]=[CH:5][CH:4]=[CH:3][CH:2]=1.CC(OC(OC(OC(C)(C)C)=O)=O)(C)C.[F:26][C:27]1[CH:28]=[C:29]([CH:32]=[CH:33][C:34]=1[F:35])[CH2:30]Br.[N:36]#[C:37]Br. (6) Given the product [CH3:1][O:2][C:3]1[CH:18]=[C:17]2[C:6]([CH2:7][C:8]3[C:16]4[CH:15]=[CH:14][CH:13]=[CH:12][C:11]=4[N:10]([CH3:22])[C:9]=32)=[CH:5][CH:4]=1, predict the reactants needed to synthesize it. The reactants are: [CH3:1][O:2][C:3]1[CH:18]=[C:17]2[C:6]([CH2:7][C:8]3[C:16]4[CH:15]=[CH:14][CH:13]=[CH:12][C:11]=4[NH:10][C:9]=32)=[CH:5][CH:4]=1.[OH-].[Na+].I[CH3:22].